Dataset: Tyrosyl-DNA phosphodiesterase HTS with 341,365 compounds. Task: Binary Classification. Given a drug SMILES string, predict its activity (active/inactive) in a high-throughput screening assay against a specified biological target. (1) The drug is s1c2nc(CN3CCN(CC3)C(=O)Nc3ccc(cc3)CC)cc(=O)n2nc1c1c(OC)cccc1. The result is 0 (inactive). (2) The molecule is OC(=O)C1C(CCCC1)C(=O)NNC(=O)Cc1ccc(OC)cc1. The result is 0 (inactive). (3) The compound is O(C(=O)c1c(c([nH]c1C)C)c1cc([N+]([O-])=O)ccc1)C. The result is 0 (inactive). (4) The molecule is O1C(CN(CC1C)C(=O)/C=C\c1cc(OC)c(OC)c(OC)c1)C. The result is 0 (inactive). (5) The drug is S(c1n(c(nn1)Cc1nc(sc1)N)CC=C)CC(=O)Nc1sc(c(n1)C)C(OCC)=O. The result is 0 (inactive).